From a dataset of NCI-60 drug combinations with 297,098 pairs across 59 cell lines. Regression. Given two drug SMILES strings and cell line genomic features, predict the synergy score measuring deviation from expected non-interaction effect. (1) Drug 2: C1=NC(=NC(=O)N1C2C(C(C(O2)CO)O)O)N. Drug 1: C1=C(C(=O)NC(=O)N1)F. Cell line: COLO 205. Synergy scores: CSS=52.0, Synergy_ZIP=-7.73, Synergy_Bliss=-14.5, Synergy_Loewe=-13.8, Synergy_HSA=-13.5. (2) Drug 1: CC1=C2C(C(=O)C3(C(CC4C(C3C(C(C2(C)C)(CC1OC(=O)C(C(C5=CC=CC=C5)NC(=O)OC(C)(C)C)O)O)OC(=O)C6=CC=CC=C6)(CO4)OC(=O)C)O)C)O. Drug 2: C1CN1C2=NC(=NC(=N2)N3CC3)N4CC4. Cell line: RPMI-8226. Synergy scores: CSS=42.3, Synergy_ZIP=7.69, Synergy_Bliss=8.13, Synergy_Loewe=7.07, Synergy_HSA=7.54. (3) Drug 1: C1=CC(=C2C(=C1NCCNCCO)C(=O)C3=C(C=CC(=C3C2=O)O)O)NCCNCCO. Drug 2: C1=CC(=CC=C1CC(C(=O)O)N)N(CCCl)CCCl.Cl. Cell line: A498. Synergy scores: CSS=37.6, Synergy_ZIP=2.67, Synergy_Bliss=4.76, Synergy_Loewe=-10.9, Synergy_HSA=3.77. (4) Drug 1: CC(CN1CC(=O)NC(=O)C1)N2CC(=O)NC(=O)C2. Drug 2: C#CCC(CC1=CN=C2C(=N1)C(=NC(=N2)N)N)C3=CC=C(C=C3)C(=O)NC(CCC(=O)O)C(=O)O. Cell line: HOP-92. Synergy scores: CSS=9.50, Synergy_ZIP=-4.83, Synergy_Bliss=-2.57, Synergy_Loewe=-2.62, Synergy_HSA=-2.57. (5) Drug 1: CCC1(CC2CC(C3=C(CCN(C2)C1)C4=CC=CC=C4N3)(C5=C(C=C6C(=C5)C78CCN9C7C(C=CC9)(C(C(C8N6C=O)(C(=O)OC)O)OC(=O)C)CC)OC)C(=O)OC)O.OS(=O)(=O)O. Drug 2: C1CCC(C(C1)N)N.C(=O)(C(=O)[O-])[O-].[Pt+4]. Cell line: RPMI-8226. Synergy scores: CSS=72.4, Synergy_ZIP=1.09, Synergy_Bliss=1.88, Synergy_Loewe=-0.674, Synergy_HSA=1.05. (6) Drug 1: CC=C1C(=O)NC(C(=O)OC2CC(=O)NC(C(=O)NC(CSSCCC=C2)C(=O)N1)C(C)C)C(C)C. Drug 2: CS(=O)(=O)CCNCC1=CC=C(O1)C2=CC3=C(C=C2)N=CN=C3NC4=CC(=C(C=C4)OCC5=CC(=CC=C5)F)Cl. Cell line: OVCAR-8. Synergy scores: CSS=12.6, Synergy_ZIP=-4.08, Synergy_Bliss=-2.15, Synergy_Loewe=-22.2, Synergy_HSA=-2.11. (7) Drug 1: CCCS(=O)(=O)NC1=C(C(=C(C=C1)F)C(=O)C2=CNC3=C2C=C(C=N3)C4=CC=C(C=C4)Cl)F. Drug 2: CC1=C(C=C(C=C1)NC2=NC=CC(=N2)N(C)C3=CC4=NN(C(=C4C=C3)C)C)S(=O)(=O)N.Cl. Cell line: NCI-H460. Synergy scores: CSS=21.7, Synergy_ZIP=11.3, Synergy_Bliss=14.0, Synergy_Loewe=12.5, Synergy_HSA=10.5.